From a dataset of Catalyst prediction with 721,799 reactions and 888 catalyst types from USPTO. Predict which catalyst facilitates the given reaction. (1) Reactant: [CH3:1][O:2][C:3]1[C:4]([C:14]#[C:15][C:16]2[CH:21]=[CH:20][CH:19]=[CH:18][CH:17]=2)=[C:5]2[C:10](=[CH:11][CH:12]=1)[C:9](=[O:13])[CH2:8][CH2:7][CH2:6]2.[H][H]. Product: [CH3:1][O:2][C:3]1[C:4]([CH2:14][CH2:15][C:16]2[CH:17]=[CH:18][CH:19]=[CH:20][CH:21]=2)=[C:5]2[C:10](=[CH:11][CH:12]=1)[C:9](=[O:13])[CH2:8][CH2:7][CH2:6]2. The catalyst class is: 304. (2) Reactant: [Cl:1][C:2]1[N:7]([CH2:8][C:9]2[CH:16]=[CH:15][CH:14]=[CH:13][C:10]=2[C:11]#[N:12])[C:6](=[O:17])[NH:5][C:4](=[O:18])[CH:3]=1.[H-].[Na+].[Li+].[Br-].I[CH3:24]. Product: [Cl:1][C:2]1[N:7]([CH2:8][C:9]2[CH:16]=[CH:15][CH:14]=[CH:13][C:10]=2[C:11]#[N:12])[C:6](=[O:17])[N:5]([CH3:24])[C:4](=[O:18])[CH:3]=1. The catalyst class is: 3. (3) Reactant: [CH3:1][C:2]1[NH:3][C:4]2[C:9]([CH:10]=1)=[CH:8][CH:7]=[CH:6][C:5]=2[N+:11]([O-])=O.O.NN. Product: [CH3:1][C:2]1[NH:3][C:4]2[C:9]([CH:10]=1)=[CH:8][CH:7]=[CH:6][C:5]=2[NH2:11]. The catalyst class is: 94. (4) Reactant: [CH:1]1([N:4]2[CH:8]=[C:7]([C:9]3[CH:14]=[CH:13][N:12]=[CH:11][CH:10]=3)[C:6]([C:15]3[C:16]([F:36])=[C:17]([N:21](COC)[S:22]([C:25]4[CH:30]=[C:29]([F:31])[CH:28]=[CH:27][C:26]=4[F:32])(=[O:24])=[O:23])[CH:18]=[CH:19][CH:20]=3)=[N:5]2)[CH2:3][CH2:2]1. Product: [CH:1]1([N:4]2[CH:8]=[C:7]([C:9]3[CH:14]=[CH:13][N:12]=[CH:11][CH:10]=3)[C:6]([C:15]3[C:16]([F:36])=[C:17]([NH:21][S:22]([C:25]4[CH:30]=[C:29]([F:31])[CH:28]=[CH:27][C:26]=4[F:32])(=[O:23])=[O:24])[CH:18]=[CH:19][CH:20]=3)=[N:5]2)[CH2:3][CH2:2]1. The catalyst class is: 484. (5) Reactant: [F:1][C:2]1[CH:7]=[CH:6][C:5]([C:8]2[O:9][C:10]3[CH:20]=[CH:19][C:18]([O:21][CH:22]([CH3:24])[CH3:23])=[CH:17][C:11]=3[C:12]=2[C:13]([O:15][CH3:16])=[O:14])=[CH:4][CH:3]=1.[N+:25]([O-])([OH:27])=[O:26]. Product: [F:1][C:2]1[CH:7]=[CH:6][C:5]([C:8]2[O:9][C:10]3[CH:20]=[C:19]([N+:25]([O-:27])=[O:26])[C:18]([O:21][CH:22]([CH3:24])[CH3:23])=[CH:17][C:11]=3[C:12]=2[C:13]([O:15][CH3:16])=[O:14])=[CH:4][CH:3]=1. The catalyst class is: 22. (6) Reactant: [CH3:1][O:2][C:3]1[C:8]([NH:9][C:10](=[O:16])[O:11][C:12]([CH3:15])([CH3:14])[CH3:13])=[CH:7][CH:6]=[C:5]([O:17][CH3:18])[N:4]=1.CN(CCN(C)C)C.C([Li])CCC.Cl[C:33]([O:35][CH3:36])=[O:34]. Product: [C:33]([C:7]1[CH:6]=[C:5]([O:17][CH3:18])[N:4]=[C:3]([O:2][CH3:1])[C:8]=1[NH:9][C:10](=[O:16])[O:11][C:12]([CH3:14])([CH3:15])[CH3:13])([O:35][CH3:36])=[O:34]. The catalyst class is: 28.